From a dataset of Retrosynthesis with 50K atom-mapped reactions and 10 reaction types from USPTO. Predict the reactants needed to synthesize the given product. (1) Given the product CCC(=O)N1N=C(c2ccc([N+](=O)[O-])cc2)c2cc(Cl)ccc2CC1C, predict the reactants needed to synthesize it. The reactants are: CC1Cc2ccc(Cl)cc2C(c2ccc([N+](=O)[O-])cc2)=NN1.CCC(=O)OC(=O)CC. (2) Given the product Cc1c(NC(=S)NCCN)ccc2c1OCC2, predict the reactants needed to synthesize it. The reactants are: Cc1c(N=C=S)ccc2c1OCC2.NCCN. (3) Given the product COc1ccc(CN(C)c2ccc(S(=O)(=O)Nc3nccs3)c(F)c2)c(OC)c1, predict the reactants needed to synthesize it. The reactants are: CNCc1ccc(OC)cc1OC.O=S(=O)(Nc1nccs1)c1ccc(Br)cc1F. (4) Given the product Cc1ccc(-c2nc3c(Cl)cc(Cl)cn3c2CNc2nc(C)cc(C)n2)cc1, predict the reactants needed to synthesize it. The reactants are: Cc1cc(C)nc(N)n1.Cc1ccc(-c2nc3c(Cl)cc(Cl)cn3c2CCl)cc1.